This data is from Forward reaction prediction with 1.9M reactions from USPTO patents (1976-2016). The task is: Predict the product of the given reaction. (1) The product is: [CH3:1][O:2][C:3]([C:4]1[C:5]([NH2:13])=[C:6]([Cl:12])[C:7]2[NH:11][CH:15]=[N:10][C:8]=2[CH:9]=1)=[O:14]. Given the reactants [CH3:1][O:2][C:3](=[O:14])[C:4]1[CH:9]=[C:8]([NH2:10])[C:7]([NH2:11])=[C:6]([Cl:12])[C:5]=1[NH2:13].[C:15](O)(=O)C.C(N)=N, predict the reaction product. (2) Given the reactants Br[C:2]1[CH:3]=[CH:4][C:5]([CH2:10][CH3:11])=[C:6]([CH:9]=1)[CH:7]=[O:8].[Cl:12][C:13]1[CH:18]=[C:17]([Cl:19])[CH:16]=[CH:15][C:14]=1B(O)O.C(=O)([O-])[O-].[Na+].[Na+], predict the reaction product. The product is: [Cl:12][C:13]1[CH:18]=[C:17]([Cl:19])[CH:16]=[CH:15][C:14]=1[C:2]1[CH:3]=[CH:4][C:5]([CH2:10][CH3:11])=[C:6]([CH:7]=[O:8])[CH:9]=1. (3) The product is: [C:1]([O:5][C:6]([NH:8][C@@H:9]([CH2:15][C:16]1[CH:21]=[CH:20][C:19]([C:22]2[CH:27]=[CH:26][CH:25]=[C:24]([CH:37]=[O:41])[CH:23]=2)=[CH:18][CH:17]=1)[C:10]([O:12][CH2:13][CH3:14])=[O:11])=[O:7])([CH3:4])([CH3:3])[CH3:2]. Given the reactants [C:1]([O:5][C:6]([NH:8][C@@H:9]([CH2:15][C:16]1[CH:21]=[CH:20][C:19]([C:22]2[CH:27]=[CH:26][CH:25]=[C:24](NCC(OC(C)(C)C)=O)[CH:23]=2)=[CH:18][CH:17]=1)[C:10]([O:12][CH2:13][CH3:14])=[O:11])=[O:7])([CH3:4])([CH3:3])[CH3:2].[C:37]([O:41]C(N[C@@H](CC1C=CC(OS(C(F)(F)F)(=O)=O)=CC=1)C(OCC)=O)=O)(C)(C)C, predict the reaction product.